This data is from Experimentally validated miRNA-target interactions with 360,000+ pairs, plus equal number of negative samples. The task is: Binary Classification. Given a miRNA mature sequence and a target amino acid sequence, predict their likelihood of interaction. The miRNA is rno-miR-290 with sequence UCUCAAACUAUGGGGGCA. The protein sequence of the target gene is MSTGPTAATGSNRRLQQTQNQVDEVVDIMRVNVDKVLERDQKLSELDDRADALQAGASQFETSAAKLKRKYWWKNCKMWAIGITVLVIFIIIIIVWVVSS. Result: 0 (no interaction).